Predict the reactants needed to synthesize the given product. From a dataset of Full USPTO retrosynthesis dataset with 1.9M reactions from patents (1976-2016). Given the product [NH2:9][C:3]1[C:2]([F:1])=[CH:7][N:6]([C:20]([NH:19][CH:14]2[CH2:18][CH2:17][CH2:16][CH2:15]2)=[O:21])[C:5](=[O:8])[N:4]=1, predict the reactants needed to synthesize it. The reactants are: [F:1][C:2]1[C:3]([N:9]=CN(C)C)=[N:4][C:5]([OH:8])=[N:6][CH:7]=1.[CH:14]1([N:19]=[C:20]=[O:21])[CH2:18][CH2:17][CH2:16][CH2:15]1.